Predict the product of the given reaction. From a dataset of Forward reaction prediction with 1.9M reactions from USPTO patents (1976-2016). (1) The product is: [NH2:51][C:52]1[N:57]=[CH:56][C:55]([C:2]2[N:3]=[C:4]([N:13]3[CH2:18][CH2:17][O:16][CH2:15][C@@H:14]3[CH3:19])[C:5]3[S:10][C:9]([CH2:11][N:40]4[CH2:41][CH2:42][CH2:43][N:37]([C:34](=[O:36])[CH3:35])[CH2:38][CH2:39]4)=[CH:8][C:6]=3[N:7]=2)=[CH:54][N:53]=1. Given the reactants Cl[C:2]1[N:3]=[C:4]([N:13]2[CH2:18][CH2:17][O:16][CH2:15][C@@H:14]2[CH3:19])[C:5]2[S:10][C:9]([CH:11]=O)=[CH:8][C:6]=2[N:7]=1.[BH-](OC(C)=O)(OC(C)=O)OC(C)=O.[Na+].[C:34]([N:37]1[CH2:43][CH2:42][CH2:41][NH:40][CH2:39][CH2:38]1)(=[O:36])[CH3:35].COC(OC)OC.[NH2:51][C:52]1[N:57]=[CH:56][C:55](B2OC(C)(C)C(C)(C)O2)=[CH:54][N:53]=1.CC([O-])=O.[K+], predict the reaction product. (2) The product is: [NH2:1][C:2]1[N:7]=[C:6]([NH2:8])[C:5]([CH2:9][C:10]2[CH:11]=[C:12]([C:26]#[C:25][CH2:24][CH2:23][CH2:22][C:21]([OH:28])=[O:27])[C:13]([O:18][CH3:19])=[C:14]([O:16][CH3:17])[CH:15]=2)=[CH:4][N:3]=1. Given the reactants [NH2:1][C:2]1[N:7]=[C:6]([NH2:8])[C:5]([CH2:9][C:10]2[CH:15]=[C:14]([O:16][CH3:17])[C:13]([O:18][CH3:19])=[C:12](I)[CH:11]=2)=[CH:4][N:3]=1.[C:21]([O:28]CC1C=CC=CC=1)(=[O:27])[CH2:22][CH2:23][CH2:24][C:25]#[CH:26], predict the reaction product. (3) Given the reactants C([O:4][CH2:5][CH:6]=[CH:7][CH2:8][O:9][C:10](=[O:12])[CH3:11])(=O)C.[C:13]1(C)C=CC=CC=1, predict the reaction product. The product is: [CH:5]([C:6]([CH2:7][CH2:8][O:9][C:10](=[O:12])[CH3:11])=[CH2:13])=[O:4]. (4) The product is: [NH2:30][C:16]1[C:17]2[CH2:22][CH2:21][N:20]([CH2:23][C:24]3[CH:25]=[CH:26][CH:27]=[CH:28][CH:29]=3)[C:1](=[O:4])[C:18]=2[N:14]([C:12](=[O:13])[CH2:33][CH2:34][N:36]2[CH2:41][CH2:40][N:39]([C:42]3[CH:47]=[CH:46][C:45]([CH3:48])=[CH:44][C:43]=3[CH3:49])[CH2:38][CH2:37]2)[N:15]=1. Given the reactants [C:1](=[O:4])([O-])[O-].[K+].[K+].C(O[C:12]([N:14]1[C:18]2O[N:20]([CH2:23][C:24]3[CH:29]=[CH:28][CH:27]=[CH:26][CH:25]=3)[CH2:21][CH2:22][C:17]=2[C:16]([NH2:30])=[N:15]1)=[O:13])(C)(C)C.ClC[CH2:33][C:34]([N:36]1[CH2:41][CH2:40][N:39]([C:42]2[CH:47]=[CH:46][C:45]([CH3:48])=[CH:44][C:43]=2[CH3:49])[CH2:38][CH2:37]1)=O, predict the reaction product. (5) The product is: [CH2:17]([NH:19][C:10]1[C:11]([I:12])=[C:6]([C:2]2[O:1][CH:5]=[CH:4][CH:3]=2)[N:7]=[C:8]([NH2:16])[N:9]=1)[CH3:18]. Given the reactants [O:1]1[CH:5]=[CH:4][CH:3]=[C:2]1[C:6]1[C:11]([I:12])=[C:10](S(C)=O)[N:9]=[C:8]([NH2:16])[N:7]=1.[CH2:17]([NH2:19])[CH3:18], predict the reaction product. (6) Given the reactants CS(O[CH2:6][C:7]1[CH:12]=[CH:11][C:10]([N+:13]([O-:15])=[O:14])=[C:9]([CH3:16])[CH:8]=1)(=O)=O.[H-].[Na+].[F:19][C:20]([F:29])([F:28])[CH2:21][CH2:22][CH:23]([C:26]#[N:27])[C:24]#[N:25], predict the reaction product. The product is: [CH3:16][C:9]1[CH:8]=[C:7]([CH:12]=[CH:11][C:10]=1[N+:13]([O-:15])=[O:14])[CH2:6][C:23]([CH2:22][CH2:21][C:20]([F:19])([F:28])[F:29])([C:24]#[N:25])[C:26]#[N:27].